This data is from Full USPTO retrosynthesis dataset with 1.9M reactions from patents (1976-2016). The task is: Predict the reactants needed to synthesize the given product. (1) Given the product [F:1][C:2]1[CH:3]=[C:4]([CH2:13][CH2:14][C:15]([OH:17])=[O:16])[CH:5]=[CH:6][C:7]=1[O:8][C:9]([F:12])([F:11])[F:10], predict the reactants needed to synthesize it. The reactants are: [F:1][C:2]1[CH:3]=[C:4](/[CH:13]=[CH:14]/[C:15]([OH:17])=[O:16])[CH:5]=[CH:6][C:7]=1[O:8][C:9]([F:12])([F:11])[F:10]. (2) Given the product [F:1][C:2]1[CH:7]=[CH:6][C:5]([C@H:8]([NH:10][C@H:11]2[CH2:15][CH2:14][C@@H:13]([C:16]3[CH:21]=[CH:20][C:19]([N:32]4[CH2:37][CH2:36][CH:35]([NH2:38])[CH2:34][CH2:33]4)=[N:18][CH:17]=3)[CH2:12]2)[CH3:9])=[CH:4][C:3]=1[O:23][CH3:24], predict the reactants needed to synthesize it. The reactants are: [F:1][C:2]1[CH:7]=[CH:6][C:5]([C@H:8]([NH:10][C@H:11]2[CH2:15][CH2:14][C@@H:13]([C:16]3[CH:17]=[N:18][C:19](F)=[CH:20][CH:21]=3)[CH2:12]2)[CH3:9])=[CH:4][C:3]=1[O:23][CH3:24].C([N:32]1[CH2:37][CH2:36][CH:35]([NH2:38])[CH2:34][CH2:33]1)(OC(C)(C)C)=O. (3) Given the product [Cl:1][C:2]1[CH:3]=[C:4]([C:8]2[N:9]([CH2:20][C:21]3[CH:26]=[C:25]([Cl:27])[CH:24]=[CH:23][C:22]=3[Cl:28])[C:10]([C:16]([OH:18])=[O:17])=[C:11]([CH:13]([F:14])[F:15])[N:12]=2)[CH:5]=[N:6][CH:7]=1, predict the reactants needed to synthesize it. The reactants are: [Cl:1][C:2]1[CH:3]=[C:4]([C:8]2[N:9]([CH2:20][C:21]3[CH:26]=[C:25]([Cl:27])[CH:24]=[CH:23][C:22]=3[Cl:28])[C:10]([C:16]([O:18]C)=[O:17])=[C:11]([CH:13]([F:15])[F:14])[N:12]=2)[CH:5]=[N:6][CH:7]=1.[OH-].[Na+].Cl. (4) The reactants are: [CH3:1][O:2][C:3]1[CH:8]=[C:7]([O:9][CH2:10][C:11]2[S:15][C:14]([C:16]3[CH:21]=[CH:20][C:19]([C:22]([F:25])([F:24])[F:23])=[CH:18][CH:17]=3)=[N:13][C:12]=2[CH2:26][S:27][CH3:28])[CH:6]=[CH:5][C:4]=1[C:29]1[NH:33][C:32](=[O:34])[O:31][N:30]=1.[OH2:35].[OH:36]OS([O-])=O.[K+]. Given the product [CH3:28][S:27]([CH2:26][C:12]1[N:13]=[C:14]([C:16]2[CH:21]=[CH:20][C:19]([C:22]([F:23])([F:24])[F:25])=[CH:18][CH:17]=2)[S:15][C:11]=1[CH2:10][O:9][C:7]1[CH:6]=[CH:5][C:4]([C:29]2[NH:33][C:32](=[O:34])[O:31][N:30]=2)=[C:3]([O:2][CH3:1])[CH:8]=1)(=[O:36])=[O:35], predict the reactants needed to synthesize it. (5) Given the product [CH2:33]([O:32][C:30](=[O:31])[CH:29]=[CH:8][C:5]1[CH:4]=[CH:3][C:2]([Br:1])=[CH:7][N:6]=1)[CH3:34], predict the reactants needed to synthesize it. The reactants are: [Br:1][C:2]1[CH:3]=[CH:4][C:5]([CH:8]=O)=[N:6][CH:7]=1.C1(P(=[CH:29][C:30]([O:32][CH2:33][CH3:34])=[O:31])(C2C=CC=CC=2)C2C=CC=CC=2)C=CC=CC=1. (6) Given the product [C:10]1([CH2:16][C:17]([N:1]2[CH2:9][CH2:8][N:7]([C:17](=[O:18])[CH2:16][C:10]3[CH:15]=[CH:14][CH:13]=[CH:12][CH:11]=3)[CH2:6][CH2:5][N:4]([C:17](=[O:18])[CH2:16][C:10]3[CH:11]=[CH:12][CH:13]=[CH:14][CH:15]=3)[CH2:3][CH2:2]2)=[O:18])[CH:15]=[CH:14][CH:13]=[CH:12][CH:11]=1, predict the reactants needed to synthesize it. The reactants are: [NH:1]1[CH2:9][CH2:8][NH:7][CH2:6][CH2:5][NH:4][CH2:3][CH2:2]1.[C:10]1([CH2:16][C:17](P(=O)(OCC)OCC)=[O:18])[CH:15]=[CH:14][CH:13]=[CH:12][CH:11]=1. (7) Given the product [CH3:75][C:76]1[CH:84]=[CH:83][CH:82]=[CH:81][C:77]=1[C:78]([NH:1][C:2]1[CH:7]=[CH:6][CH:5]=[C:4]([C:8]2[N:9]=[C:10]3[N:14]([C:15]=2[C:16]2[CH:21]=[CH:20][N:19]=[C:18]([NH:22][C:23]4[CH:28]=[CH:27][CH:26]=[C:25]([CH2:29][CH2:30][N:31]5[CH2:36][CH2:35][O:34][CH2:33][CH2:32]5)[CH:24]=4)[N:17]=2)[CH:13]=[CH:12][S:11]3)[CH:3]=1)=[O:79], predict the reactants needed to synthesize it. The reactants are: [NH2:1][C:2]1[CH:3]=[C:4]([C:8]2[N:9]=[C:10]3[N:14]([C:15]=2[C:16]2[CH:21]=[CH:20][N:19]=[C:18]([NH:22][C:23]4[CH:28]=[CH:27][CH:26]=[C:25]([CH2:29][CH2:30][N:31]5[CH2:36][CH2:35][O:34][CH2:33][CH2:32]5)[CH:24]=4)[N:17]=2)[CH:13]=[CH:12][S:11]3)[CH:5]=[CH:6][CH:7]=1.NC1C=C(C2N=C3N(C=2C2C=CN=C(NC4C=CC=C(OCCCN5CCOCC5)C=4)N=2)C=CS3)C=CC=1.[CH3:75][C:76]1[CH:84]=[CH:83][CH:82]=[CH:81][C:77]=1[C:78](Cl)=[O:79].FC1C=CC=C(F)C=1C(Cl)=O. (8) Given the product [OH:9][CH2:8][C@@H:5]1[C@H:6]2[O:7][C:29]([CH3:34])([CH3:30])[O:1][C@H:2]2[C@H:3]([N:10]2[CH:15]=[CH:14][N:13]=[C:12]([C:16]([O:18][CH3:19])=[O:17])[C:11]2=[O:20])[O:4]1, predict the reactants needed to synthesize it. The reactants are: [OH:1][C@@H:2]1[C@H:6]([OH:7])[C@@H:5]([CH2:8][OH:9])[O:4][C@H:3]1[N:10]1[CH:15]=[CH:14][N:13]=[C:12]([C:16]([O:18][CH3:19])=[O:17])[C:11]1=[O:20].C(OC)(OC)OC.O.[C:29]1(C)[CH:34]=CC(S(O)(=O)=O)=C[CH:30]=1. (9) Given the product [Cl:22][C:15]1[CH:14]=[C:13]([CH3:18])[N:12]=[C:11](/[CH:10]=[CH:9]/[C:4]2[CH:5]=[CH:6][C:7]([F:8])=[C:2]([Cl:1])[CH:3]=2)[N:16]=1, predict the reactants needed to synthesize it. The reactants are: [Cl:1][C:2]1[C:3](F)=[C:4](/[CH:9]=[CH:10]/[C:11]2[N:16]=[C:15](O)[CH:14]=[C:13]([CH3:18])[N:12]=2)[CH:5]=[CH:6][C:7]=1[F:8].O=P(Cl)(Cl)[Cl:22].